This data is from Peptide-MHC class II binding affinity with 134,281 pairs from IEDB. The task is: Regression. Given a peptide amino acid sequence and an MHC pseudo amino acid sequence, predict their binding affinity value. This is MHC class II binding data. (1) The peptide sequence is EEFVSLASRFLVEED. The MHC is DRB1_0401 with pseudo-sequence DRB1_0401. The binding affinity (normalized) is 0.469. (2) The peptide sequence is AEIGSAISTANGAAA. The MHC is DRB1_0405 with pseudo-sequence DRB1_0405. The binding affinity (normalized) is 0.446. (3) The peptide sequence is VWEVKSSKPLVGPFN. The MHC is DRB3_0202 with pseudo-sequence DRB3_0202. The binding affinity (normalized) is 0.231. (4) The peptide sequence is VDRQWAQDLTLPWQS. The MHC is DRB1_0802 with pseudo-sequence DRB1_0802. The binding affinity (normalized) is 0.195. (5) The peptide sequence is ELYYAIHKASTVLAF. The MHC is HLA-DQA10501-DQB10201 with pseudo-sequence HLA-DQA10501-DQB10201. The binding affinity (normalized) is 0.399.